This data is from Reaction yield outcomes from USPTO patents with 853,638 reactions. The task is: Predict the reaction yield, written as a fraction of the theoretical maximum amount of product (1.0 means a 100% yield; for example, 0.34 means a 34% yield). The reactants are [Cl:1][C:2]1[C:3]([O:29][C:30]2[CH:35]=[CH:34][C:33]([C:36]3[CH:41]=[CH:40][CH:39]=[CH:38][C:37]=3[C:42]([F:45])([F:44])[F:43])=[CH:32][C:31]=2[C:46]2[CH:51]=[CH:50][N:49]=[N:48][CH:47]=2)=[CH:4][C:5]([F:28])=[C:6]([S:8]([N:11](CC2C=CC(OC)=CC=2OC)[C:12]2[S:13][CH:14]=[N:15][N:16]=2)(=[O:10])=[O:9])[CH:7]=1. The catalyst is Cl.O1CCOCC1. The product is [Cl:1][C:2]1[C:3]([O:29][C:30]2[CH:35]=[CH:34][C:33]([C:36]3[CH:41]=[CH:40][CH:39]=[CH:38][C:37]=3[C:42]([F:43])([F:44])[F:45])=[CH:32][C:31]=2[C:46]2[CH:51]=[CH:50][N:49]=[N:48][CH:47]=2)=[CH:4][C:5]([F:28])=[C:6]([S:8]([NH:11][C:12]2[S:13][CH:14]=[N:15][N:16]=2)(=[O:10])=[O:9])[CH:7]=1. The yield is 0.270.